This data is from Full USPTO retrosynthesis dataset with 1.9M reactions from patents (1976-2016). The task is: Predict the reactants needed to synthesize the given product. (1) Given the product [CH3:1][N:2]1[CH2:3][CH2:4][C:5]([C:10]2[CH:11]=[CH:12][C:13]([F:16])=[CH:14][CH:15]=2)([CH2:8][NH:9][C:29]([C:21]2[C:22]3[C:27](=[CH:26][CH:25]=[CH:24][CH:23]=3)[CH:28]=[C:19]([C:17]#[N:18])[C:20]=2[CH2:32][CH3:33])=[O:30])[CH2:6][CH2:7]1, predict the reactants needed to synthesize it. The reactants are: [CH3:1][N:2]1[CH2:7][CH2:6][C:5]([C:10]2[CH:15]=[CH:14][C:13]([F:16])=[CH:12][CH:11]=2)([CH2:8][NH2:9])[CH2:4][CH2:3]1.[C:17]([C:19]1[C:20]([CH2:32][CH3:33])=[C:21]([C:29](Cl)=[O:30])[C:22]2[C:27]([CH:28]=1)=[CH:26][CH:25]=[CH:24][CH:23]=2)#[N:18]. (2) The reactants are: II.I[CH2:4]I.[CH2:6]=[C:7]1[CH2:16][CH2:15][C:10]2([O:14]CCO2)[CH2:9][CH2:8]1. Given the product [CH2:14]1[C:10]2([CH2:9][CH2:8][C:7](=[O:6])[CH2:16][CH2:15]2)[CH2:4]1, predict the reactants needed to synthesize it. (3) The reactants are: [NH2:1][C:2]1[CH:10]=[CH:9][CH:8]=[C:7]2[C:3]=1[CH:4]=[CH:5][N:6]2[CH2:11][C:12]([O:14][CH2:15][CH3:16])=[O:13].Cl[CH2:18][CH2:19][N:20]1[CH:25]=[C:24]([CH:26]([C:33]2[CH:38]=[CH:37][CH:36]=[CH:35][CH:34]=2)[C:27]2[CH:32]=[CH:31][CH:30]=[CH:29][CH:28]=2)[CH:23]=[CH:22][C:21]1=[O:39].O. Given the product [C:27]1([CH:26]([C:33]2[CH:38]=[CH:37][CH:36]=[CH:35][CH:34]=2)[C:24]2[CH:23]=[CH:22][C:21](=[O:39])[N:20]([CH2:19][CH2:18][NH:1][C:2]3[CH:10]=[CH:9][CH:8]=[C:7]4[C:3]=3[CH:4]=[CH:5][N:6]4[CH2:11][C:12]([O:14][CH2:15][CH3:16])=[O:13])[CH:25]=2)[CH:28]=[CH:29][CH:30]=[CH:31][CH:32]=1, predict the reactants needed to synthesize it. (4) Given the product [Br:1][C:2]1[CH:3]=[CH:4][C:5]2[O:9][C:8]([C:10]([NH2:11])=[O:12])=[C:7]([NH:13][C:14](=[O:15])[CH:16]([Cl:29])[CH3:20])[C:6]=2[CH:28]=1, predict the reactants needed to synthesize it. The reactants are: [Br:1][C:2]1[CH:3]=[CH:4][C:5]2[O:9][C:8]([C:10](=[O:12])[NH2:11])=[C:7]([NH:13][C:14]([CH:16]3[CH2:20]CCN3C(OC(C)(C)C)=O)=[O:15])[C:6]=2[CH:28]=1.[Cl:29]C(C)C(Cl)=O. (5) Given the product [Cl:10][C:11]1[C:16]([C:17]#[N:18])=[C:15]([NH:9][C:6]2[CH:7]=[N:8][C:3]([S:2][CH3:1])=[CH:4][CH:5]=2)[N:14]=[CH:13][N:12]=1, predict the reactants needed to synthesize it. The reactants are: [CH3:1][S:2][C:3]1[N:8]=[CH:7][C:6]([NH2:9])=[CH:5][CH:4]=1.[Cl:10][C:11]1[C:16]([C:17]#[N:18])=[C:15](Cl)[N:14]=[CH:13][N:12]=1.C(=O)([O-])[O-].[K+].[K+]. (6) Given the product [CH2:1]([O:8][C:9]([N:11]1[CH2:16][CH2:15][NH:14][CH2:13][CH2:12]1)=[O:10])[CH2:2][CH3:3], predict the reactants needed to synthesize it. The reactants are: [CH2:1]([O:8][C:9]([N:11]1[CH2:16][CH2:15][N:14](C(OCCC)=O)[CH2:13][CH2:12]1)=[O:10])[C:2]1C=CC=C[CH:3]=1. (7) The reactants are: C([O:5][C:6](=[O:37])[CH2:7][O:8][CH2:9][CH:10]([CH3:36])[CH2:11][O:12][C:13]1[C:14]2[C:21]([C:22]3[CH:27]=[CH:26][C:25]([O:28][CH3:29])=[CH:24][CH:23]=3)=[C:20]([C:30]3[CH:35]=[CH:34][CH:33]=[CH:32][CH:31]=3)[O:19][C:15]=2[N:16]=[CH:17][N:18]=1)(C)(C)C.Cl. Given the product [CH3:29][O:28][C:25]1[CH:24]=[CH:23][C:22]([C:21]2[C:14]3[C:13]([O:12][CH2:11][CH:10]([CH3:36])[CH2:9][O:8][CH2:7][C:6]([OH:37])=[O:5])=[N:18][CH:17]=[N:16][C:15]=3[O:19][C:20]=2[C:30]2[CH:31]=[CH:32][CH:33]=[CH:34][CH:35]=2)=[CH:27][CH:26]=1, predict the reactants needed to synthesize it. (8) Given the product [CH2:1]([C:8]1[C:15]([CH2:22][Br:23])=[CH:12][CH:11]=[C:10]([Br:18])[CH:9]=1)[C:2]1[CH:3]=[CH:4][CH:5]=[CH:6][CH:7]=1, predict the reactants needed to synthesize it. The reactants are: [CH2:1]([C:8]1[CH:9]=[C:10]([Br:18])[C:11](OC)=[C:12]([CH:15]=1)C=O)[C:2]1[CH:7]=[CH:6][CH:5]=[CH:4][CH:3]=1.[BH4-].[Na+].Cl.[C:22](Br)(Br)(Br)[Br:23].C1(P(C2C=CC=CC=2)C2C=CC=CC=2)C=CC=CC=1.[O-][Si]([O-])=O.[Mg+2].